This data is from Full USPTO retrosynthesis dataset with 1.9M reactions from patents (1976-2016). The task is: Predict the reactants needed to synthesize the given product. Given the product [Cl-:1].[S:10]1[CH:14]=[C:13]([C@@H:15]([NH:27][C:28]2[CH:33]=[CH:32][CH:31]=[CH:30][CH:29]=2)[C:16]([O:18][C@@H:19]2[CH:24]3[CH2:25][CH2:26][N+:21]([CH2:2][C:3](=[O:4])[C:5]4[S:6][CH:7]=[CH:8][CH:9]=4)([CH2:22][CH2:23]3)[CH2:20]2)=[O:17])[C:12]2[CH:34]=[CH:35][CH:36]=[CH:37][C:11]1=2, predict the reactants needed to synthesize it. The reactants are: [Cl:1][CH2:2][C:3]([C:5]1[S:6][CH:7]=[CH:8][CH:9]=1)=[O:4].[S:10]1[CH:14]=[C:13]([C@@H:15]([NH:27][C:28]2[CH:33]=[CH:32][CH:31]=[CH:30][CH:29]=2)[C:16]([O:18][C@@H:19]2[CH:24]3[CH2:25][CH2:26][N:21]([CH2:22][CH2:23]3)[CH2:20]2)=[O:17])[C:12]2[CH:34]=[CH:35][CH:36]=[CH:37][C:11]1=2.C(OCC)C.